Predict the product of the given reaction. From a dataset of Forward reaction prediction with 1.9M reactions from USPTO patents (1976-2016). (1) The product is: [F:6][C:7]1[CH:8]=[C:9]([C:14]2[CH:19]=[CH:18][C:17]([CH2:20][CH2:21][C@@H:22]3[C@H:23]([CH2:32][CH2:33][N:34]4[C:35](=[O:44])[C:36]5[C:41](=[CH:40][CH:39]=[CH:38][CH:37]=5)[C:42]4=[O:43])[C@H:24]([OH:28])[C@H:25]([OH:26])[O:31]3)=[CH:16][CH:15]=2)[CH:10]=[C:11]([F:13])[CH:12]=1. Given the reactants Cl(O)(=O)(=O)=O.[F:6][C:7]1[CH:8]=[C:9]([C:14]2[CH:19]=[CH:18][C:17]([CH2:20][CH2:21][C@H:22]3[O:31][C@H:25]4[O:26]C(C)(C)[O:28][C@H:24]4[C@H:23]3[CH2:32][CH2:33][N:34]3[C:42](=[O:43])[C:41]4[C:36](=[CH:37][CH:38]=[CH:39][CH:40]=4)[C:35]3=[O:44])=[CH:16][CH:15]=2)[CH:10]=[C:11]([F:13])[CH:12]=1, predict the reaction product. (2) Given the reactants [CH3:1][C:2]([CH2:9][CH2:10][CH3:11])=[CH:3][CH2:4][CH2:5][C:6](=[O:8])[CH3:7].[H][H], predict the reaction product. The product is: [CH3:1][CH:2]([CH2:9][CH2:10][CH3:11])[CH2:3][CH2:4][CH2:5][C:6](=[O:8])[CH3:7]. (3) Given the reactants [C:1]([OH:18])(=O)[CH2:2][CH2:3][CH2:4][CH2:5][CH2:6][CH2:7][CH2:8][CH2:9][CH2:10][CH2:11][CH2:12][CH2:13][CH2:14][CH2:15][CH3:16].C(Cl)(=O)C([Cl:22])=O, predict the reaction product. The product is: [C:1]([Cl:22])(=[O:18])[CH2:2][CH2:3][CH2:4][CH2:5][CH2:6][CH2:7][CH2:8][CH2:9][CH2:10][CH2:11][CH2:12][CH2:13][CH2:14][CH2:15][CH3:16]. (4) The product is: [Br:1][C:2]1[N:7]=[C:6](/[CH:8]=[CH:11]/[C:12]2[CH:17]=[CH:16][CH:15]=[CH:14][CH:13]=2)[C:5]([F:10])=[CH:4][CH:3]=1. Given the reactants [Br:1][C:2]1[N:7]=[C:6]([CH:8]=O)[C:5]([F:10])=[CH:4][CH:3]=1.[CH2:11](P(=O)(OCC)OCC)[C:12]1[CH:17]=[CH:16][CH:15]=[CH:14][CH:13]=1.CC(C)([O-])C.[K+], predict the reaction product. (5) Given the reactants N1C2C(=CC=C3C=2N=CC=C3)C=CC=1.C(=O)([O-])[O-].[Cs+].[Cs+].I[C:22]1[CH:27]=[CH:26][C:25]([N:28]2[CH:32]=[CH:31][CH:30]=[N:29]2)=[CH:24][CH:23]=1.[C:33]([O:37][C:38]([NH:40][NH2:41])=[O:39])([CH3:36])([CH3:35])[CH3:34], predict the reaction product. The product is: [C:33]([O:37][C:38]([N:40]([C:22]1[CH:27]=[CH:26][C:25]([N:28]2[CH:32]=[CH:31][CH:30]=[N:29]2)=[CH:24][CH:23]=1)[NH2:41])=[O:39])([CH3:36])([CH3:35])[CH3:34]. (6) Given the reactants [Br:1][C:2]1[C:3]([CH2:21][OH:22])=[C:4]([N:8]2[C:12](=[O:13])[C:11]3[S:14][C:15]([C:17]([CH3:20])([CH3:19])[CH3:18])=[CH:16][C:10]=3[CH2:9]2)[CH:5]=[CH:6][CH:7]=1.N1C=CC=CC=1.[C:29](Cl)(=[O:31])[CH3:30], predict the reaction product. The product is: [C:29]([O:22][CH2:21][C:3]1[C:4]([N:8]2[C:12](=[O:13])[C:11]3[S:14][C:15]([C:17]([CH3:19])([CH3:18])[CH3:20])=[CH:16][C:10]=3[CH2:9]2)=[CH:5][CH:6]=[CH:7][C:2]=1[Br:1])(=[O:31])[CH3:30].